Dataset: Full USPTO retrosynthesis dataset with 1.9M reactions from patents (1976-2016). Task: Predict the reactants needed to synthesize the given product. (1) Given the product [C:1]([C:5]1[CH:10]=[CH:9][C:8]([C:11]2[CH:19]=[CH:18][CH:17]=[C:16]3[C:12]=2[CH2:13][C:14]([CH2:21][C:22]2([CH2:28][CH3:29])[CH2:23][CH2:24][CH2:25][CH2:26][CH2:27]2)=[CH:15]3)=[CH:7][CH:6]=1)([CH3:4])([CH3:3])[CH3:2], predict the reactants needed to synthesize it. The reactants are: [C:1]([C:5]1[CH:10]=[CH:9][C:8]([C:11]2[CH:19]=[CH:18][CH:17]=[C:16]3[C:12]=2[CH2:13][CH:14]([CH2:21][C:22]2([CH2:28][CH3:29])[CH2:27][CH2:26][CH2:25][CH2:24][CH2:23]2)[C:15]3=O)=[CH:7][CH:6]=1)([CH3:4])([CH3:3])[CH3:2].[BH4-].[Na+].C1(C)C=CC=CC=1.OS(O)(=O)=O. (2) Given the product [NH2:1][C:4]1[CH:5]=[CH:6][C:7]2[O:12][CH2:11][C:10](=[O:13])[NH:9][C:8]=2[CH:14]=1, predict the reactants needed to synthesize it. The reactants are: [N+:1]([C:4]1[CH:5]=[CH:6][C:7]2[O:12][CH2:11][C:10](=[O:13])[NH:9][C:8]=2[CH:14]=1)([O-])=O.[BH4-].[K+].[H][H].